From a dataset of Catalyst prediction with 721,799 reactions and 888 catalyst types from USPTO. Predict which catalyst facilitates the given reaction. (1) Reactant: [OH:1][C:2]1[C:9]([N+:10]([O-:12])=[O:11])=[CH:8][C:7]([O:13][CH3:14])=[CH:6][C:3]=1[CH:4]=[O:5].C(N(CC)CC)C.[F:22][C:23]([F:36])([F:35])[S:24](O[S:24]([C:23]([F:36])([F:35])[F:22])(=[O:26])=[O:25])(=[O:26])=[O:25]. Product: [F:22][C:23]([F:36])([F:35])[S:24]([O:1][C:2]1[C:9]([N+:10]([O-:12])=[O:11])=[CH:8][C:7]([O:13][CH3:14])=[CH:6][C:3]=1[CH:4]=[O:5])(=[O:26])=[O:25]. The catalyst class is: 4. (2) Reactant: [Cl:1][C:2]1[CH:3]=[C:4]([N:21]2C(=O)C3C(=CC=CC=3)C2=O)[CH:5]=[C:6]([Cl:20])[C:7]=1[O:8][C:9]1[CH:14]=[C:13]([CH:15]([CH3:17])[CH3:16])[C:12](=[O:18])[N:11]([CH3:19])[N:10]=1.C(N)CCC.O. Product: [NH2:21][C:4]1[CH:5]=[C:6]([Cl:20])[C:7]([O:8][C:9]2[CH:14]=[C:13]([CH:15]([CH3:16])[CH3:17])[C:12](=[O:18])[N:11]([CH3:19])[N:10]=2)=[C:2]([Cl:1])[CH:3]=1. The catalyst class is: 5. (3) Reactant: [C:1]1([NH2:8])[CH:6]=[CH:5][CH:4]=[CH:3][C:2]=1[NH2:7].Cl.C(O[C:13](=N)[CH2:14][C:15]([O:17][CH2:18][CH3:19])=[O:16])C. Product: [N:7]1[C:2]2[CH:3]=[CH:4][CH:5]=[CH:6][C:1]=2[NH:8][C:13]=1[CH2:14][C:15]([O:17][CH2:18][CH3:19])=[O:16]. The catalyst class is: 8. (4) Reactant: [CH2:1]([O:8][C:9]1[C:10](C(O)=O)=[CH:11][C:12]2[C:17]([CH:18]=1)=[CH:16][CH:15]=[C:14]([O:19][CH3:20])[CH:13]=2)[C:2]1[CH:7]=[CH:6][CH:5]=[CH:4][CH:3]=1.C1(C)C=CC=CC=1.C([N:33]([CH2:36]C)CC)C.C1C=CC(P(N=[N+]=[N-])(C2C=CC=CC=2)=[O:45])=CC=1.[CH3:55][C:56]([OH:59])([CH3:58])[CH3:57]. Product: [C:56]([O:59][C:36](=[O:45])[NH:33][C:10]1[C:9]([O:8][CH2:1][C:2]2[CH:7]=[CH:6][CH:5]=[CH:4][CH:3]=2)=[CH:18][C:17]2[C:12](=[CH:13][C:14]([O:19][CH3:20])=[CH:15][CH:16]=2)[CH:11]=1)([CH3:58])([CH3:57])[CH3:55]. The catalyst class is: 6. (5) Reactant: [Cl:1][C:2]1[C:7]([Cl:8])=[C:6]([F:9])[CH:5]=[CH:4][C:3]=1[N:10]=[C:11]=[S:12].[CH3:13][C:14]1[C:19]([CH2:20][NH2:21])=[CH:18][CH:17]=[CH:16][N:15]=1.CO[C@@H]1[C@@H](C(OC)=O)[C@@H]2[C@@H](CN3[C@H](C2)C2NC4C=C(OC)C=CC=4C=2CC3)C[C@H]1OC(C1C=C(OC)C(OC)=C(OC)C=1)=O. Product: [Cl:1][C:2]1[C:7]([Cl:8])=[C:6]([F:9])[CH:5]=[CH:4][C:3]=1[NH:10][C:11]([NH:21][CH2:20][C:19]1[C:14]([CH3:13])=[N:15][CH:16]=[CH:17][CH:18]=1)=[S:12]. The catalyst class is: 10. (6) Reactant: Cl[CH:2]1[N:7]([N+:8]([O-:10])=[O:9])[CH:6]=[CH:5][C:4](Cl)=[N:3]1.[CH3:12][C:13]1[CH:14]=[CH:15][C:16]([NH2:19])=[CH:17][CH:18]=1.CC[N:22]([CH:26]([CH3:28])[CH3:27])C(C)C. Product: [C:13]1([CH3:12])[CH:18]=[CH:17][C:16]([NH:19][CH:2]2[N:7]([N+:8]([O-:10])=[O:9])[CH:6]=[CH:5][C:4]([NH:22][C:26]3[CH:27]=[CH:18][C:13]([CH3:14])=[CH:12][CH:28]=3)=[N:3]2)=[CH:15][CH:14]=1. The catalyst class is: 12. (7) Reactant: [CH2:1]([C@H:3]([NH:10][C:11]([C@@H:13]1[CH2:18][CH2:17][CH2:16][CH2:15][N:14]1[C:19]([O:21][C:22]([CH3:25])([CH3:24])[CH3:23])=[O:20])=[O:12])/[CH:4]=[CH:5]/[C:6]([O:8]C)=[O:7])[CH3:2].O.[Li+].[OH-]. Product: [CH3:25][C:22]([O:21][C:19]([N:14]1[CH2:15][CH2:16][CH2:17][CH2:18][C@H:13]1[C:11]([NH:10][C@@H:3]([CH2:1][CH3:2])/[CH:4]=[CH:5]/[C:6]([OH:8])=[O:7])=[O:12])=[O:20])([CH3:23])[CH3:24]. The catalyst class is: 36. (8) Reactant: [C:9](O[C:9]([O:11][C:12]([CH3:15])([CH3:14])[CH3:13])=[O:10])([O:11][C:12]([CH3:15])([CH3:14])[CH3:13])=[O:10].[C:16](=[O:19])([O-])[O-].[Na+].[Na+].[Cl-].[NH4+:23].O1[CH2:28][CH2:27][CH2:26][CH2:25]1. Product: [C:12]([O:11][C:9]([NH:23][CH:16]([OH:19])[C@@H:27]([CH3:28])[C:26]#[CH:25])=[O:10])([CH3:13])([CH3:14])[CH3:15]. The catalyst class is: 6. (9) Reactant: [C:1]1([N:7]2[C:12]3[CH:13]=[CH:14][CH:15]=[CH:16][C:11]=3[O:10][CH2:9][S:8]2(=[O:18])=[O:17])[CH:6]=[CH:5][CH:4]=[CH:3][CH:2]=1.C[Si]([N-][Si](C)(C)C)(C)C.[Li+].[CH2:29](Br)[CH:30]=[CH2:31]. Product: [CH2:31]([CH:9]1[O:10][C:11]2[CH:16]=[CH:15][CH:14]=[CH:13][C:12]=2[N:7]([C:1]2[CH:2]=[CH:3][CH:4]=[CH:5][CH:6]=2)[S:8]1(=[O:17])=[O:18])[CH:30]=[CH2:29]. The catalyst class is: 7. (10) Reactant: [F:1][C:2]1[CH:3]=[C:4]([C:21]2[CH:22]=[N:23][N:24]3[CH:29]=[CH:28][C:27]([N:30]4[CH:34]([C:35]5[CH:40]=[CH:39][CH:38]=[CH:37][N:36]=5)[CH2:33][O:32][C:31]4=[O:41])=[N:26][C:25]=23)[CH:5]=[CH:6][C:7]=1[C:8]1[N:12]=[CH:11][N:10](COCC[Si](C)(C)C)[N:9]=1. Product: [F:1][C:2]1[CH:3]=[C:4]([C:21]2[CH:22]=[N:23][N:24]3[CH:29]=[CH:28][C:27]([N:30]4[CH:34]([C:35]5[CH:40]=[CH:39][CH:38]=[CH:37][N:36]=5)[CH2:33][O:32][C:31]4=[O:41])=[N:26][C:25]=23)[CH:5]=[CH:6][C:7]=1[C:8]1[N:12]=[CH:11][NH:10][N:9]=1. The catalyst class is: 67.